Dataset: Catalyst prediction with 721,799 reactions and 888 catalyst types from USPTO. Task: Predict which catalyst facilitates the given reaction. (1) Reactant: C(N(C(C)C)CC)(C)C.Cl.[NH2:11][CH2:12][CH2:13][CH2:14][CH2:15][CH2:16][CH2:17][CH2:18][CH2:19][CH2:20][CH2:21][CH2:22][C:23]([NH2:25])=[O:24].I.[NH2:27][C:28]1[C:29]([C:36]([NH:38][C:39](=[NH:42])SC)=[O:37])=[N:30][C:31]([Cl:35])=[C:32]([NH2:34])[N:33]=1. Product: [NH2:27][C:28]1[C:29]([C:36]([N:38]=[C:39]([NH2:42])[NH:11][CH2:12][CH2:13][CH2:14][CH2:15][CH2:16][CH2:17][CH2:18][CH2:19][CH2:20][CH2:21][CH2:22][C:23]([NH2:25])=[O:24])=[O:37])=[N:30][C:31]([Cl:35])=[C:32]([NH2:34])[N:33]=1. The catalyst class is: 8. (2) Reactant: CS(C)=O.[CH3:5][NH:6][C@H:7]1[CH2:11][CH2:10][NH:9][CH2:8]1.[C:12]([C:14]1[C:19]2[N:20]=[C:21]([C:23]([N:25]([CH2:27][CH3:28])[CH3:26])=[O:24])[O:22][C:18]=2[C:17](F)=[C:16]([C:30]2[CH:35]=[CH:34][CH:33]=[CH:32][CH:31]=2)[C:15]=1[CH3:36])#[N:13].C(N(CC)CC)C. Product: [C:12]([C:14]1[C:19]2[N:20]=[C:21]([C:23]([N:25]([CH2:27][CH3:28])[CH3:26])=[O:24])[O:22][C:18]=2[C:17]([N:9]2[CH2:10][CH2:11][C@H:7]([NH:6][CH3:5])[CH2:8]2)=[C:16]([C:30]2[CH:35]=[CH:34][CH:33]=[CH:32][CH:31]=2)[C:15]=1[CH3:36])#[N:13]. The catalyst class is: 170. (3) The catalyst class is: 44. Reactant: [CH2:1](Br)[C:2]1[CH:7]=[CH:6][CH:5]=[CH:4][CH:3]=1.[O:9]1[C:13]2([CH2:18][CH2:17][CH:16]([C:19]3[CH:25]=[CH:24][C:22]([NH2:23])=[CH:21][CH:20]=3)[CH2:15][CH2:14]2)[O:12][CH2:11][CH2:10]1.C(=O)([O-])[O-].[K+].[K+].O. Product: [CH2:1]([N:23]([CH2:1][C:2]1[CH:7]=[CH:6][CH:5]=[CH:4][CH:3]=1)[C:22]1[CH:21]=[CH:20][C:19]([CH:16]2[CH2:15][CH2:14][C:13]3([O:12][CH2:11][CH2:10][O:9]3)[CH2:18][CH2:17]2)=[CH:25][CH:24]=1)[C:2]1[CH:7]=[CH:6][CH:5]=[CH:4][CH:3]=1. (4) Reactant: C[Si](C=[N+]=[N-])(C)C.[C:8]1([CH3:18])[CH:13]=[CH:12][CH:11]=[C:10]([CH2:14][C:15]([OH:17])=[O:16])[CH:9]=1.[C:19](O)(=O)C. Product: [CH3:19][O:16][C:15](=[O:17])[CH2:14][C:10]1[CH:9]=[C:8]([CH3:18])[CH:13]=[CH:12][CH:11]=1. The catalyst class is: 5. (5) Reactant: [Cl:1][CH:2]([C:4]1[N:5]=[C:6]2[CH:14]=[CH:13][CH:12]=[C:11]([CH3:15])[N:7]2[C:8](=[O:10])[CH:9]=1)[CH3:3].[Br:16]Br. Product: [Br:16][C:9]1[C:8](=[O:10])[N:7]2[C:11]([CH3:15])=[CH:12][CH:13]=[CH:14][C:6]2=[N:5][C:4]=1[CH:2]([Cl:1])[CH3:3]. The catalyst class is: 2. (6) Reactant: [CH3:1][O:2][C:3]1[CH:4]=[C:5]2[C:10](=[CH:11][C:12]=1[O:13][CH3:14])[N:9]=[CH:8][CH:7]=[C:6]2[N:15]1[CH2:21][C:20]2[CH:22]=[C:23]([C:26]3[CH:27]=[C:28]([N+:33]([O-])=O)[C:29]([NH2:32])=[N:30][CH:31]=3)[CH:24]=[CH:25][C:19]=2[O:18][CH2:17][CH2:16]1. Product: [CH3:1][O:2][C:3]1[CH:4]=[C:5]2[C:10](=[CH:11][C:12]=1[O:13][CH3:14])[N:9]=[CH:8][CH:7]=[C:6]2[N:15]1[CH2:21][C:20]2[CH:22]=[C:23]([C:26]3[CH:27]=[C:28]([NH2:33])[C:29]([NH2:32])=[N:30][CH:31]=3)[CH:24]=[CH:25][C:19]=2[O:18][CH2:17][CH2:16]1. The catalyst class is: 43. (7) Reactant: [O:1]=[P:2]12[O:13][P:11]3([O:14][P:4]([O:6][P:7]([O:10]3)([O:9]1)=[O:8])(=[O:5])[O:3]2)=[O:12].[CH3:15][S:16]([OH:19])(=[O:18])=[O:17]. Product: [CH3:15][S:16]([OH:19])(=[O:18])=[O:17].[O:5]=[P:4]12[O:3][P:2]3([O:9][P:7]([O:10][P:11]([O:13]3)([O:14]1)=[O:12])(=[O:8])[O:6]2)=[O:1]. The catalyst class is: 13. (8) Product: [N+:8]([C:5]1[CH:6]=[CH:7][C:2]([N:12]2[CH2:15][CH2:14][CH2:13]2)=[CH:3][CH:4]=1)([O-:10])=[O:9]. The catalyst class is: 6. Reactant: F[C:2]1[CH:7]=[CH:6][C:5]([N+:8]([O-:10])=[O:9])=[CH:4][CH:3]=1.Cl.[NH:12]1[CH2:15][CH2:14][CH2:13]1. (9) Reactant: [OH:1][C:2]1[CH:12]=[CH:11][C:5]([CH:6]=[CH:7][C:8]([OH:10])=O)=[CH:4][CH:3]=1.CCN=C=NCCCN(C)C.C1C=CC2N(O)N=NC=2C=1.[CH2:34]([NH2:43])[CH2:35][CH2:36][CH2:37][CH2:38][CH2:39][CH2:40][CH2:41][CH3:42].Cl. Product: [OH:1][C:2]1[CH:3]=[CH:4][C:5](/[CH:6]=[CH:7]/[C:8]([NH:43][CH2:34][CH2:35][CH2:36][CH2:37][CH2:38][CH2:39][CH2:40][CH2:41][CH3:42])=[O:10])=[CH:11][CH:12]=1. The catalyst class is: 20. (10) Reactant: [CH2:1]([O:8][C:9]1[CH:20]=[CH:19][C:12]([O:13][CH:14]([CH2:17][OH:18])[CH2:15][OH:16])=[CH:11][CH:10]=1)[C:2]1[CH:7]=[CH:6][CH:5]=[CH:4][CH:3]=1.C(O[CH:24](OCC)[CH2:25][CH2:26][CH2:27][NH:28][C:29](=[O:31])[CH3:30])C.C1(C)C=CC(S(O)(=O)=O)=CC=1. Product: [CH2:1]([O:8][C:9]1[CH:20]=[CH:19][C:12]([O:13][CH:14]2[CH2:17][O:18][CH:24]([CH2:25][CH2:26][CH2:27][NH:28][C:29](=[O:31])[CH3:30])[O:16][CH2:15]2)=[CH:11][CH:10]=1)[C:2]1[CH:3]=[CH:4][CH:5]=[CH:6][CH:7]=1. The catalyst class is: 11.